From a dataset of Merck oncology drug combination screen with 23,052 pairs across 39 cell lines. Regression. Given two drug SMILES strings and cell line genomic features, predict the synergy score measuring deviation from expected non-interaction effect. Drug 1: COC12C(COC(N)=O)C3=C(C(=O)C(C)=C(N)C3=O)N1CC1NC12. Drug 2: NC1(c2ccc(-c3nc4ccn5c(=O)[nH]nc5c4cc3-c3ccccc3)cc2)CCC1. Cell line: CAOV3. Synergy scores: synergy=6.54.